From a dataset of Reaction yield outcomes from USPTO patents with 853,638 reactions. Predict the reaction yield, written as a fraction of the theoretical maximum amount of product (1.0 means a 100% yield; for example, 0.34 means a 34% yield). (1) The reactants are [Cl:1][C:2]1[CH:3]=[C:4]2[C:9](=[CH:10][C:11]=1[O:12][C:13]1[CH:21]=[CH:20][C:16]([C:17](O)=[O:18])=[CH:15][CH:14]=1)[O:8][CH2:7][CH2:6][CH:5]2[C:22]([O:24][CH2:25][CH3:26])=[O:23].O.ON1C2C=CC=CC=2N=N1.Cl.C(N=C=NCCCN(C)C)C.[CH3:50][C:51]1[CH:59]=[CH:58][C:54]([CH2:55][CH2:56][NH2:57])=[CH:53][CH:52]=1. The catalyst is CN(C)C=O.O. The product is [Cl:1][C:2]1[CH:3]=[C:4]2[C:9](=[CH:10][C:11]=1[O:12][C:13]1[CH:21]=[CH:20][C:16]([C:17](=[O:18])[NH:57][CH2:56][CH2:55][C:54]3[CH:58]=[CH:59][C:51]([CH3:50])=[CH:52][CH:53]=3)=[CH:15][CH:14]=1)[O:8][CH2:7][CH2:6][CH:5]2[C:22]([O:24][CH2:25][CH3:26])=[O:23]. The yield is 0.960. (2) The reactants are [CH:1]1([C:7]2[C:8]3[CH:9]=[CH:10][C:11]([C:33]([O:35]C)=[O:34])=[CH:12][C:13]=3[N:14]3[CH2:21][CH2:20][N:19]([CH2:22][CH2:23][N:24]([CH3:26])[CH3:25])[CH2:18][C:17]4[CH:27]=[C:28]([O:31][CH3:32])[CH:29]=[CH:30][C:16]=4[C:15]=23)[CH2:6][CH2:5][CH2:4][CH2:3][CH2:2]1. The catalyst is O1CCOCC1.[OH-].[Na+]. The product is [CH:1]1([C:7]2[C:8]3[CH:9]=[CH:10][C:11]([C:33]([OH:35])=[O:34])=[CH:12][C:13]=3[N:14]3[CH2:21][CH2:20][N:19]([CH2:22][CH2:23][N:24]([CH3:25])[CH3:26])[CH2:18][C:17]4[CH:27]=[C:28]([O:31][CH3:32])[CH:29]=[CH:30][C:16]=4[C:15]=23)[CH2:6][CH2:5][CH2:4][CH2:3][CH2:2]1. The yield is 0.280. (3) The reactants are [NH:1]1[CH:5]=[CH:4][C:3]([NH:6][C:7]2[C:8](=[O:15])[N:9]([CH3:14])[CH:10]=[C:11](Br)[CH:12]=2)=[N:2]1.[C:16]([O:19][CH2:20][C:21]1[C:22]([N:30]2[CH2:41][CH2:40][N:39]3[C:32](=[CH:33][C:34]4[CH2:35][C:36]([CH3:43])([CH3:42])[CH2:37][C:38]=43)[C:31]2=[O:44])=[N:23][CH:24]=[CH:25][C:26]=1B(O)O)(=[O:18])[CH3:17].[O-]P([O-])([O-])=O.[K+].[K+].[K+].C([O-])(=O)C.[Na+]. The catalyst is C1C=CC(P(C2C=CC=CC=2)[C-]2C=CC=C2)=CC=1.C1C=CC(P(C2C=CC=CC=2)[C-]2C=CC=C2)=CC=1.Cl[Pd]Cl.[Fe+2].O.C(#N)C. The product is [C:16]([O:19][CH2:20][C:21]1[C:22]([N:30]2[CH2:41][CH2:40][N:39]3[C:32](=[CH:33][C:34]4[CH2:35][C:36]([CH3:43])([CH3:42])[CH2:37][C:38]=43)[C:31]2=[O:44])=[N:23][CH:24]=[CH:25][C:26]=1[C:11]1[CH:12]=[C:7]([NH:6][C:3]2[CH:4]=[CH:5][NH:1][N:2]=2)[C:8](=[O:15])[N:9]([CH3:14])[CH:10]=1)(=[O:18])[CH3:17]. The yield is 0.380. (4) The reactants are Cl[C:2]1[CH:3]=[CH:4][C:5]([C:8]#[N:9])=[N:6][CH:7]=1.C([O-])([O-])=O.[Na+].[Na+].[C:16]1(B(O)O)[CH:21]=[CH:20][CH:19]=[CH:18][CH:17]=1. The catalyst is C1(C)C=CC=CC=1.O.O.C1C=CC([P]([Pd]([P](C2C=CC=CC=2)(C2C=CC=CC=2)C2C=CC=CC=2)([P](C2C=CC=CC=2)(C2C=CC=CC=2)C2C=CC=CC=2)[P](C2C=CC=CC=2)(C2C=CC=CC=2)C2C=CC=CC=2)(C2C=CC=CC=2)C2C=CC=CC=2)=CC=1. The product is [C:16]1([C:2]2[CH:3]=[CH:4][C:5]([C:8]#[N:9])=[N:6][CH:7]=2)[CH:21]=[CH:20][CH:19]=[CH:18][CH:17]=1. The yield is 0.246. (5) The reactants are [CH3:1][O:2][C:3](=[O:20])[C:4]1[C:9]([OH:10])=[C:8]([O:11][CH2:12][C:13]2[CH:18]=[CH:17][CH:16]=[CH:15][CH:14]=2)[C:7]([CH3:19])=[N:6][CH:5]=1.[C:21](OC(=O)C)(=[O:23])[CH3:22]. No catalyst specified. The product is [CH3:1][O:2][C:3](=[O:20])[C:4]1[C:9]([O:10][C:21](=[O:23])[CH3:22])=[C:8]([O:11][CH2:12][C:13]2[CH:18]=[CH:17][CH:16]=[CH:15][CH:14]=2)[C:7]([CH3:19])=[N:6][CH:5]=1. The yield is 0.900.